Dataset: Full USPTO retrosynthesis dataset with 1.9M reactions from patents (1976-2016). Task: Predict the reactants needed to synthesize the given product. (1) Given the product [Cl:1][C:2]1[N:7]=[C:6]2[C:5]([NH:12][C:13](=[O:14])[N:8]2[CH:9]([CH3:10])[CH3:11])=[CH:4][N:3]=1, predict the reactants needed to synthesize it. The reactants are: [Cl:1][C:2]1[N:7]=[C:6]([NH:8][CH:9]([CH3:11])[CH3:10])[C:5]([NH2:12])=[CH:4][N:3]=1.[C:13]([O-])(O)=[O:14].[Na+].O.ClC(OC1C=CC=CC=1)=O. (2) Given the product [C:51]([O:50][C:48]([CH:45]1[CH2:44][CH2:43][N:42]([C:27]2[N:28]=[C:29]([CH2:35][N:36]3[CH2:40][CH2:39][CH2:38][C:37]3=[O:41])[C:30]([C:32]([C:3]([CH2:1][CH3:2])([C:4]([O:6][C:7]([CH3:10])([CH3:9])[CH3:8])=[O:5])[C:11]([O:13][C:14]([CH3:17])([CH3:16])[CH3:15])=[O:12])=[O:33])=[CH:31][C:26]=2[F:25])[CH2:47][CH2:46]1)=[O:49])([CH3:52])([CH3:54])[CH3:53], predict the reactants needed to synthesize it. The reactants are: [CH2:1]([CH:3]([C:11]([O:13][C:14]([CH3:17])([CH3:16])[CH3:15])=[O:12])[C:4]([O:6][C:7]([CH3:10])([CH3:9])[CH3:8])=[O:5])[CH3:2].CCC([O-])(C)C.[Na+].[F:25][C:26]1[C:27]([N:42]2[CH2:47][CH2:46][CH:45]([C:48]([O:50][C:51]([CH3:54])([CH3:53])[CH3:52])=[O:49])[CH2:44][CH2:43]2)=[N:28][C:29]([CH2:35][N:36]2[CH2:40][CH2:39][CH2:38][C:37]2=[O:41])=[C:30]([C:32](F)=[O:33])[CH:31]=1. (3) Given the product [Cl:1][C:2]1[N:7]=[C:6]2[C:8]([I:13])=[N:9][NH:10][C:5]2=[CH:4][CH:3]=1, predict the reactants needed to synthesize it. The reactants are: [Cl:1][C:2]1[N:7]=[C:6]2[CH:8]=[N:9][NH:10][C:5]2=[CH:4][CH:3]=1.[OH-].[K+].[I:13]I. (4) Given the product [CH2:1]([N:8]1[CH2:13][CH2:12][NH:11][C@H:10]([CH2:21][C:22]2[CH:23]=[CH:24][C:25]([C:28]#[N:29])=[CH:26][CH:27]=2)[CH2:9]1)[C:2]1[CH:3]=[CH:4][CH:5]=[CH:6][CH:7]=1, predict the reactants needed to synthesize it. The reactants are: [CH2:1]([N:8]1[CH2:13][CH2:12][N:11](C(OC(C)(C)C)=O)[C@H:10]([CH2:21][C:22]2[CH:27]=[CH:26][C:25]([C:28]#[N:29])=[CH:24][CH:23]=2)[CH2:9]1)[C:2]1[CH:7]=[CH:6][CH:5]=[CH:4][CH:3]=1.FC(F)(F)C(O)=O. (5) Given the product [NH2:18][C:12]1[CH:11]=[C:10]([CH:15]=[CH:14][C:13]=1[NH:16][CH3:17])[C:9]([NH:8][C:5]1[CH:4]=[CH:3][C:2]([Br:1])=[CH:7][CH:6]=1)=[O:21], predict the reactants needed to synthesize it. The reactants are: [Br:1][C:2]1[CH:7]=[CH:6][C:5]([NH:8][C:9](=[O:21])[C:10]2[CH:15]=[CH:14][C:13]([NH:16][CH3:17])=[C:12]([N+:18]([O-])=O)[CH:11]=2)=[CH:4][CH:3]=1.[Sn](Cl)Cl.